From a dataset of Catalyst prediction with 721,799 reactions and 888 catalyst types from USPTO. Predict which catalyst facilitates the given reaction. (1) Reactant: [F:1][C:2]1[CH:3]=[C:4]([C:13]2[CH:14]=[N:15][CH:16]=[C:17]([CH:22]=2)[C:18]([O:20][CH3:21])=[O:19])[CH:5]=[CH:6][C:7]=1[O:8][C:9]([F:12])([F:11])[F:10].Cl.[H][H]. Product: [F:1][C:2]1[CH:3]=[C:4]([CH:13]2[CH2:14][NH:15][CH2:16][CH:17]([C:18]([O:20][CH3:21])=[O:19])[CH2:22]2)[CH:5]=[CH:6][C:7]=1[O:8][C:9]([F:12])([F:10])[F:11]. The catalyst class is: 810. (2) Reactant: [Br:1][C:2]1[C:3]([CH2:12]Br)=[C:4]([CH:9]=[CH:10][CH:11]=1)[C:5]([O:7]C)=O.[CH3:14][N:15]([CH3:19])[CH2:16][CH2:17][NH2:18]. Product: [Br:1][C:2]1[CH:11]=[CH:10][CH:9]=[C:4]2[C:3]=1[CH2:12][N:18]([CH2:17][CH2:16][N:15]([CH3:19])[CH3:14])[C:5]2=[O:7]. The catalyst class is: 20. (3) Reactant: CO[CH:3](OC)[CH2:4][NH:5][C:6]([NH:8][CH:9]1[CH2:14][CH2:13][N:12]([C:15]([O:17][CH2:18][C:19]2[CH:24]=[CH:23][CH:22]=[CH:21][CH:20]=2)=[O:16])[CH2:11][CH2:10]1)=[O:7].Cl. Product: [O:7]=[C:6]1[NH:5][CH:4]=[CH:3][N:8]1[CH:9]1[CH2:10][CH2:11][N:12]([C:15]([O:17][CH2:18][C:19]2[CH:20]=[CH:21][CH:22]=[CH:23][CH:24]=2)=[O:16])[CH2:13][CH2:14]1. The catalyst class is: 72. (4) Reactant: [CH3:1][C:2]1[CH:3]=[C:4]([N:8]2[N:12]=[N:11][C:10]([C:13](=[O:15])[CH3:14])=[N:9]2)[CH:5]=[CH:6][CH:7]=1.C1N=C(N)C2N=CN([C@@H]3O[C@H](COP(OP(OC[C@H]4O[C@@H](N5C=C(C(N)=O)CC=C5)[C@H](O)[C@@H]4O)(O)=O)(O)=O)[C@@H](O)[C@H]3O)C=2N=1. Product: [CH3:1][C:2]1[CH:3]=[C:4]([N:8]2[N:12]=[N:11][C:10]([C@H:13]([OH:15])[CH3:14])=[N:9]2)[CH:5]=[CH:6][CH:7]=1. The catalyst class is: 32. (5) Reactant: Br[CH:2]([CH2:7][CH:8](Br)[CH3:9])[C:3]([O:5][CH3:6])=[O:4].[C:11]1([CH2:17][NH2:18])[CH:16]=[CH:15][CH:14]=[CH:13][CH:12]=1. Product: [CH2:17]([N:18]1[CH:8]([CH3:9])[CH2:7][CH:2]1[C:3]([O:5][CH3:6])=[O:4])[C:11]1[CH:16]=[CH:15][CH:14]=[CH:13][CH:12]=1. The catalyst class is: 10. (6) Reactant: FC(F)(F)C(O)=O.C([O:12][C:13]([NH:15][C:16]1[CH:21]=[CH:20][N:19]=[CH:18][C:17]=1[CH2:22][NH:23][CH:24]1[CH2:29][CH2:28][N:27]([C:30]([O:32][CH2:33][CH3:34])=[O:31])[CH2:26][CH2:25]1)=O)(C)(C)C.C(N1C=CN=C1)(N1C=CN=C1)=O. Product: [O:12]=[C:13]1[NH:15][C:16]2[CH:21]=[CH:20][N:19]=[CH:18][C:17]=2[CH2:22][N:23]1[CH:24]1[CH2:29][CH2:28][N:27]([C:30]([O:32][CH2:33][CH3:34])=[O:31])[CH2:26][CH2:25]1. The catalyst class is: 4. (7) Reactant: [Br:1][C:2]1[CH:3]=[N:4][CH:5]=[C:6]([OH:8])[CH:7]=1.[C:9]1(P(C2C=CC=CC=2)C2C=CC=CC=2)[CH:14]=CC=C[CH:10]=1.C(O)(C)C.N(C(OC(C)C)=O)=NC(OC(C)C)=O. The catalyst class is: 49. Product: [Br:1][C:2]1[CH:3]=[N:4][CH:5]=[C:6]([O:8][CH:9]([CH3:14])[CH3:10])[CH:7]=1.